From a dataset of Catalyst prediction with 721,799 reactions and 888 catalyst types from USPTO. Predict which catalyst facilitates the given reaction. Reactant: C[O:2][C:3](=[O:40])[CH2:4][NH:5][CH2:6][CH2:7][O:8][C:9]1[CH:39]=[CH:38][C:12]2[N:13]3[CH:18]=[C:17]([C:19]4[CH:24]=[CH:23][C:22]([NH:25][C:26]([NH:28][C:29]5[CH:33]=[C:32]([C:34]([CH3:37])([CH3:36])[CH3:35])[O:31][N:30]=5)=[O:27])=[CH:21][CH:20]=4)[N:16]=[C:14]3[S:15][C:11]=2[CH:10]=1.O.[OH-].[Li+].Cl. Product: [C:34]([C:32]1[O:31][N:30]=[C:29]([NH:28][C:26](=[O:27])[NH:25][C:22]2[CH:21]=[CH:20][C:19]([C:17]3[N:16]=[C:14]4[N:13]([CH:18]=3)[C:12]3[CH:38]=[CH:39][C:9]([O:8][CH2:7][CH2:6][NH:5][CH2:4][C:3]([OH:40])=[O:2])=[CH:10][C:11]=3[S:15]4)=[CH:24][CH:23]=2)[CH:33]=1)([CH3:37])([CH3:35])[CH3:36]. The catalyst class is: 1.